Dataset: Full USPTO retrosynthesis dataset with 1.9M reactions from patents (1976-2016). Task: Predict the reactants needed to synthesize the given product. Given the product [C:1]([O:5][C:6](=[O:17])[NH:7][C:8]1[CH:13]=[C:12]([CH3:14])[C:11]([Cl:15])=[CH:10][C:9]=1[NH:16][C:23](=[O:22])[CH2:24][C:25](=[O:38])[C:26]1[CH:31]=[CH:30][CH:29]=[C:28]([C:32]2[CH:37]=[CH:36][CH:35]=[CH:34][N:33]=2)[CH:27]=1)([CH3:4])([CH3:2])[CH3:3], predict the reactants needed to synthesize it. The reactants are: [C:1]([O:5][C:6](=[O:17])[NH:7][C:8]1[CH:13]=[C:12]([CH3:14])[C:11]([Cl:15])=[CH:10][C:9]=1[NH2:16])([CH3:4])([CH3:3])[CH3:2].C([O:22][C:23](=O)[CH2:24][C:25](=[O:38])[C:26]1[CH:31]=[CH:30][CH:29]=[C:28]([C:32]2[CH:37]=[CH:36][CH:35]=[CH:34][N:33]=2)[CH:27]=1)(C)(C)C.